Dataset: Peptide-MHC class II binding affinity with 134,281 pairs from IEDB. Task: Regression. Given a peptide amino acid sequence and an MHC pseudo amino acid sequence, predict their binding affinity value. This is MHC class II binding data. The peptide sequence is KASNPNYLAILVKYV. The MHC is HLA-DPA10201-DPB10101 with pseudo-sequence HLA-DPA10201-DPB10101. The binding affinity (normalized) is 0.563.